From a dataset of TCR-epitope binding with 47,182 pairs between 192 epitopes and 23,139 TCRs. Binary Classification. Given a T-cell receptor sequence (or CDR3 region) and an epitope sequence, predict whether binding occurs between them. (1) The epitope is LLWNGPMAV. The TCR CDR3 sequence is CATKPGQGNTEAFF. Result: 0 (the TCR does not bind to the epitope). (2) The epitope is GTHWFVTQR. The TCR CDR3 sequence is CASSLWGRDLTGELFF. Result: 1 (the TCR binds to the epitope). (3) The epitope is IPSINVHHY. The TCR CDR3 sequence is CASSYSGNTEAFF. Result: 0 (the TCR does not bind to the epitope). (4) The epitope is RLQSLQTYV. The TCR CDR3 sequence is CASEPGQGPGGWSYEQYF. Result: 0 (the TCR does not bind to the epitope). (5) The epitope is IVTDFSVIK. The TCR CDR3 sequence is CASSLDRTGEYEQYF. Result: 1 (the TCR binds to the epitope). (6) The epitope is LLDFVRFMGV. The TCR CDR3 sequence is CASSPDRAQTQYF. Result: 0 (the TCR does not bind to the epitope). (7) The epitope is HTTDPSFLGRY. The TCR CDR3 sequence is CASSYSGTTYNEQFF. Result: 1 (the TCR binds to the epitope). (8) The epitope is FVDGVPFVV. The TCR CDR3 sequence is CASSRDSHEQYF. Result: 0 (the TCR does not bind to the epitope). (9) The TCR CDR3 sequence is CATKPGQGNTEAFF. The epitope is KAYNVTQAF. Result: 1 (the TCR binds to the epitope). (10) The epitope is VVYRGTTTY. The TCR CDR3 sequence is CSVGPAGGPDTQYF. Result: 0 (the TCR does not bind to the epitope).